The task is: Predict which catalyst facilitates the given reaction.. This data is from Catalyst prediction with 721,799 reactions and 888 catalyst types from USPTO. Reactant: C(OC(=O)[NH:7][CH:8]([CH3:12])[C:9](=O)[CH3:10])(C)(C)C.[C:14]1([CH3:23])[CH:19]=[CH:18][C:17]([N:20]=[C:21]=[S:22])=[CH:16][CH:15]=1.CCN(C(C)C)C(C)C. Product: [CH3:12][C:8]1[N:7]=[C:21]([SH:22])[N:20]([C:17]2[CH:18]=[CH:19][C:14]([CH3:23])=[CH:15][CH:16]=2)[C:9]=1[CH3:10]. The catalyst class is: 617.